This data is from Reaction yield outcomes from USPTO patents with 853,638 reactions. The task is: Predict the reaction yield, written as a fraction of the theoretical maximum amount of product (1.0 means a 100% yield; for example, 0.34 means a 34% yield). (1) The reactants are [NH2:1][C:2]1[N:6]([C:7]2[CH:16]=[CH:15][C:10]3[NH:11][C:12]([CH3:14])=[N:13][C:9]=3[CH:8]=2)[N:5]=[CH:4][C:3]=1[C:17]([C:19]1[NH:20][C:21]2[C:26]([CH:27]=1)=[CH:25][CH:24]=[CH:23][CH:22]=2)=[O:18].[ClH:28].CC(O)C. The catalyst is CN(C)C=O. The product is [ClH:28].[NH2:1][C:2]1[N:6]([C:7]2[CH:16]=[CH:15][C:10]3[NH:11][C:12]([CH3:14])=[N:13][C:9]=3[CH:8]=2)[N:5]=[CH:4][C:3]=1[C:17]([C:19]1[NH:20][C:21]2[C:26]([CH:27]=1)=[CH:25][CH:24]=[CH:23][CH:22]=2)=[O:18]. The yield is 0.880. (2) The reactants are C[O:2][CH2:3][CH2:4][O:5][C:6]1[CH:14]=[C:13]2[C:9]([C:10]3[C:18]([C:19]4[CH:24]=[CH:23][CH:22]=[C:21]([N:25]5[C:34](=[O:35])[C:33]6[C:28](=[CH:29][CH:30]=[CH:31][CH:32]=6)[N:27]=[CH:26]5)[C:20]=4[CH3:36])=[CH:17][N:16]=[C:15]([C:37]([NH2:39])=[O:38])[C:11]=3[NH:12]2)=[CH:8][CH:7]=1.BrB(Br)Br. The product is [OH:2][CH2:3][CH2:4][O:5][C:6]1[CH:14]=[C:13]2[C:9]([C:10]3[C:18]([C:19]4[CH:24]=[CH:23][CH:22]=[C:21]([N:25]5[C:34](=[O:35])[C:33]6[C:28](=[CH:29][CH:30]=[CH:31][CH:32]=6)[N:27]=[CH:26]5)[C:20]=4[CH3:36])=[CH:17][N:16]=[C:15]([C:37]([NH2:39])=[O:38])[C:11]=3[NH:12]2)=[CH:8][CH:7]=1. The yield is 0.433. The catalyst is ClCCl. (3) The reactants are [F:1][C:2]1[CH:3]=[C:4]([C:14]2[N:23]=[C:22]([NH:24][C:25]3[CH:26]=[C:27]4[C:31](=[CH:32][CH:33]=3)[N:30]([C:34]([O:36][C:37]([CH3:40])([CH3:39])[CH3:38])=[O:35])[N:29]=[CH:28]4)[C:21]3[C:16](=[CH:17][C:18]([O:42][CH3:43])=[C:19]([OH:41])[CH:20]=3)[N:15]=2)[CH:5]=[CH:6][C:7]=1[C:8]1[CH:13]=[CH:12][CH:11]=[CH:10][CH:9]=1.Br[CH2:45][CH2:46][Cl:47].C([O-])([O-])=O.[K+].[K+].O. The catalyst is CN(C=O)C. The product is [Cl:47][CH2:46][CH2:45][O:41][C:19]1[CH:20]=[C:21]2[C:16](=[CH:17][C:18]=1[O:42][CH3:43])[N:15]=[C:14]([C:4]1[CH:5]=[CH:6][C:7]([C:8]3[CH:9]=[CH:10][CH:11]=[CH:12][CH:13]=3)=[C:2]([F:1])[CH:3]=1)[N:23]=[C:22]2[NH:24][C:25]1[CH:26]=[C:27]2[C:31](=[CH:32][CH:33]=1)[N:30]([C:34]([O:36][C:37]([CH3:38])([CH3:39])[CH3:40])=[O:35])[N:29]=[CH:28]2. The yield is 0.550. (4) The reactants are [C:1]([O:5][C:6](=[O:24])[CH2:7][CH2:8][C:9]1[CH:14]=[CH:13][C:12]([OH:15])=[CH:11][C:10]=1[CH2:16][NH:17][C:18]([O:20][CH:21]([CH3:23])[CH3:22])=[O:19])([CH3:4])([CH3:3])[CH3:2].[CH3:25][C:26]1[S:30][C:29]([N:31]2[CH2:36][CH2:35][O:34][CH2:33][CH2:32]2)=[N:28][C:27]=1[CH2:37][CH2:38]OS(C1C=CC(C)=CC=1)(=O)=O. No catalyst specified. The product is [C:1]([O:5][C:6](=[O:24])[CH2:7][CH2:8][C:9]1[CH:14]=[CH:13][C:12]([O:15][CH2:38][CH2:37][C:27]2[N:28]=[C:29]([N:31]3[CH2:32][CH2:33][O:34][CH2:35][CH2:36]3)[S:30][C:26]=2[CH3:25])=[CH:11][C:10]=1[CH2:16][NH:17][C:18]([O:20][CH:21]([CH3:22])[CH3:23])=[O:19])([CH3:4])([CH3:3])[CH3:2]. The yield is 0.980. (5) The reactants are [CH2:1]([N:8]1[CH2:13][CH2:12][C:11](=O)[CH2:10][CH2:9]1)[C:2]1[CH:7]=[CH:6][CH:5]=[CH:4][CH:3]=1.Cl.[CH2:16]([NH2:18])[CH3:17].[C-:19]#[N:20].[K+].C(O)(C)C. The catalyst is C(O)C.O. The product is [CH2:1]([N:8]1[CH2:13][CH2:12][C:11]([C:19]#[N:20])([NH:18][CH2:16][CH3:17])[CH2:10][CH2:9]1)[C:2]1[CH:7]=[CH:6][CH:5]=[CH:4][CH:3]=1. The yield is 0.997. (6) The reactants are [F:1][C:2]1[CH:29]=[C:28]([N+:30]([O-])=O)[CH:27]=[CH:26][C:3]=1[O:4][C:5]1[C:10]2=[CH:11][C:12]([C:14]3[CH:19]=[CH:18][N:17]=[C:16]([N:20]4[CH2:25][CH2:24][O:23][CH2:22][CH2:21]4)[CH:15]=3)=[CH:13][N:9]2[N:8]=[CH:7][N:6]=1.[NH4+].[Cl-]. The catalyst is C1COCC1.CO.[Zn]. The product is [F:1][C:2]1[CH:29]=[C:28]([NH2:30])[CH:27]=[CH:26][C:3]=1[O:4][C:5]1[C:10]2=[CH:11][C:12]([C:14]3[CH:19]=[CH:18][N:17]=[C:16]([N:20]4[CH2:21][CH2:22][O:23][CH2:24][CH2:25]4)[CH:15]=3)=[CH:13][N:9]2[N:8]=[CH:7][N:6]=1. The yield is 0.820. (7) The reactants are [Cl:1][C:2]1[CH:7]=[CH:6][N:5]=[C:4]([CH3:8])[CH:3]=1.ClC1C=CC=C(C(OO)=[O:17])C=1.C(=O)([O-])O.[Na+].[OH-].[Na+]. The catalyst is O.CO.ClCCl. The product is [Cl:1][C:2]1[CH:7]=[CH:6][N:5]=[C:4]([CH2:8][OH:17])[CH:3]=1. The yield is 0.180. (8) The reactants are [CH:1]([C@H:4]1[NH:9][CH2:8][CH2:7][N:6]2[C:10]3[CH:16]=[C:15]([S:17]([CH3:20])(=[O:19])=[O:18])[C:14]([C:21]([O:23][CH3:24])=[O:22])=[CH:13][C:11]=3[N:12]=[C:5]12)([CH3:3])[CH3:2].Cl[C:26]1[N:31]=[C:30]([CH:32]2[CH2:34][CH2:33]2)[C:29]([C:35]([O:37][CH3:38])=[O:36])=[CH:28][N:27]=1.CCN(C(C)C)C(C)C. The catalyst is C(Cl)Cl.CC(O)C. The product is [CH:32]1([C:30]2[C:29]([C:35]([O:37][CH3:38])=[O:36])=[CH:28][N:27]=[C:26]([N:9]3[CH2:8][CH2:7][N:6]4[C:10]5[CH:16]=[C:15]([S:17]([CH3:20])(=[O:19])=[O:18])[C:14]([C:21]([O:23][CH3:24])=[O:22])=[CH:13][C:11]=5[N:12]=[C:5]4[C@H:4]3[CH:1]([CH3:3])[CH3:2])[N:31]=2)[CH2:33][CH2:34]1. The yield is 0.430. (9) The reactants are [F:1][C:2]1[CH:7]=[CH:6][C:5]([C:8]2[S:9][C:10]3[N:11]=[C:12]([NH2:23])[N:13]=[C:14]([N:17]4[CH2:22][CH2:21][NH:20][CH2:19][CH2:18]4)[C:15]=3[N:16]=2)=[CH:4][CH:3]=1.[C:24]1([CH3:33])[CH:29]=[CH:28][C:27]([N:30]=[C:31]=[O:32])=[CH:26][CH:25]=1. The catalyst is CN(C=O)C. The product is [NH2:23][C:12]1[N:13]=[C:14]([N:17]2[CH2:18][CH2:19][N:20]([C:31]([NH:30][C:27]3[CH:28]=[CH:29][C:24]([CH3:33])=[CH:25][CH:26]=3)=[O:32])[CH2:21][CH2:22]2)[C:15]2[N:16]=[C:8]([C:5]3[CH:6]=[CH:7][C:2]([F:1])=[CH:3][CH:4]=3)[S:9][C:10]=2[N:11]=1. The yield is 0.440.